The task is: Predict the product of the given reaction.. This data is from Forward reaction prediction with 1.9M reactions from USPTO patents (1976-2016). (1) Given the reactants [F:1][C:2]1[CH:7]=[CH:6][C:5]([N:8]2[C:16]3[C:11](=[CH:12][C:13]([O:17][C@@H:18]([C:22]4[CH:27]=[CH:26][CH:25]=[CH:24][CH:23]=4)[C@H:19]([NH2:21])[CH3:20])=[CH:14][CH:15]=3)[CH:10]=[N:9]2)=[CH:4][CH:3]=1.[F:28][CH:29]([F:33])[C:30](Cl)=[O:31], predict the reaction product. The product is: [F:28][CH:29]([F:33])[C:30]([NH:21][C@@H:19]([CH3:20])[C@H:18]([O:17][C:13]1[CH:12]=[C:11]2[C:16](=[CH:15][CH:14]=1)[N:8]([C:5]1[CH:4]=[CH:3][C:2]([F:1])=[CH:7][CH:6]=1)[N:9]=[CH:10]2)[C:22]1[CH:23]=[CH:24][CH:25]=[CH:26][CH:27]=1)=[O:31]. (2) Given the reactants [CH3:1][O:2][C:3]1[CH:8]=[CH:7][CH:6]=[CH:5][C:4]=1[O:9][CH3:10].[C:11](O)(=[O:15])[CH2:12][CH:13]=[CH2:14], predict the reaction product. The product is: [CH3:1][O:2][C:3]1[CH:8]=[C:7]2[C:6](=[CH:5][C:4]=1[O:9][CH3:10])[C:11](=[O:15])[CH2:12][CH:13]2[CH3:14]. (3) The product is: [Cl:1][C:2]1[CH:3]=[CH:4][C:5]([S:8]([N:11]([C@H:22]([CH2:26][CH:27]([CH3:29])[CH3:28])[C:23]([NH2:25])=[O:24])[CH2:12][C:13]2[CH:18]=[CH:17][C:16]([CH2:19][N:20]([C:44](=[O:30])[CH2:43][N:42]([CH3:51])[CH3:41])[CH3:21])=[CH:15][CH:14]=2)(=[O:10])=[O:9])=[CH:6][CH:7]=1. Given the reactants [Cl:1][C:2]1[CH:7]=[CH:6][C:5]([S:8]([N:11]([C@H:22]([CH2:26][CH:27]([CH3:29])[CH3:28])[C:23]([NH2:25])=[O:24])[CH2:12][C:13]2[CH:18]=[CH:17][C:16]([CH2:19][NH:20][CH3:21])=[CH:15][CH:14]=2)(=[O:10])=[O:9])=[CH:4][CH:3]=1.[OH:30]N1C2C=CC=CC=2N=N1.Cl.[CH3:41][N:42]([CH3:51])[CH2:43][CH2:44]CN=C=NCC, predict the reaction product. (4) Given the reactants [Cl:1][C:2]1[C:11]2[N:10]([CH3:12])[O:9][C@H:8]3[NH:13][C@H:14]([C:16]([O:18][C@@H:19]4[C@:28]5([OH:29])[C@@H:23]([C@H:24]([CH:31]([CH3:41])[CH2:32][O:33][C:34]([N:36]6[CH:40]=[CH:39][N:38]=[CH:37]6)=[O:35])[CH2:25][CH2:26][C@H:27]5[CH3:30])[CH:22]=[C:21]([CH3:42])[C@H:20]4[O:43][C:44](=[O:46])[CH3:45])=[O:17])[CH2:15][C@@:7]3([OH:47])[C:6]=2[CH:5]=[CH:4][CH:3]=1.[C:48]1(N)[C:53](F)=[C:52](F)[C:51](F)=[C:50](N)[C:49]=1F.Cl.Cl.N1C=C[CH:65]=[CH:64][CH:63]=1, predict the reaction product. The product is: [Cl:1][C:2]1[C:11]2[N:10]([CH3:12])[O:9][C@H:8]3[NH:13][C@H:14]([C:16]([O:18][C@@H:19]4[C@:28]5([OH:29])[C@@H:23]([C@@H:24]([CH:31]([CH3:41])[CH2:32][O:33][C:34]([NH:36][CH2:40][CH2:39][NH:38][C:37]6[C:53]7[C:48](=[CH:49][CH:50]=[CH:51][CH:52]=7)[CH:65]=[CH:64][CH:63]=6)=[O:35])[CH2:25][CH2:26][C@H:27]5[CH3:30])[CH:22]=[C:21]([CH3:42])[C@H:20]4[O:43][C:44](=[O:46])[CH3:45])=[O:17])[CH2:15][C@@:7]3([OH:47])[C:6]=2[CH:5]=[CH:4][CH:3]=1. (5) Given the reactants [Br:1][C:2]1[CH:3]=[C:4]2[C:9](=[CH:10][CH:11]=1)[CH:8]=[C:7]([OH:12])[CH:6]=[CH:5]2.[OH-].[Na+].S(OCC)(O[CH2:19][CH3:20])(=O)=O.C(OCC)(=O)C, predict the reaction product. The product is: [Br:1][C:2]1[CH:11]=[CH:10][C:9]2[C:4](=[CH:5][CH:6]=[C:7]([O:12][CH2:19][CH3:20])[CH:8]=2)[CH:3]=1. (6) Given the reactants Cl[CH2:2][C:3]1[N:8]=[C:7]([C:9]([NH:11][C:12]2[CH:20]=[C:19]([C:21]3[CH:22]=[N:23][C:24]([O:32][CH3:33])=[C:25]([NH:27][S:28]([CH3:31])(=[O:30])=[O:29])[CH:26]=3)[CH:18]=[C:17]3[C:13]=2[CH:14]=[N:15][N:16]3S(C2C=CC=CC=2)(=O)=O)=[O:10])[CH:6]=[CH:5][CH:4]=1.[NH:43]1[CH2:48][CH2:47][S:46](=[O:50])(=[O:49])[CH2:45][CH2:44]1.CCN(C(C)C)C(C)C.[I-].[Na+].C[Si](C)(C)[O-].[K+], predict the reaction product. The product is: [CH:33]([OH:32])=[O:49].[O:49]=[S:46]1(=[O:50])[CH2:47][CH2:48][N:43]([CH2:2][C:3]2[N:8]=[C:7]([C:9]([NH:11][C:12]3[CH:20]=[C:19]([C:21]4[CH:22]=[N:23][C:24]([O:32][CH3:33])=[C:25]([NH:27][S:28]([CH3:31])(=[O:29])=[O:30])[CH:26]=4)[CH:18]=[C:17]4[C:13]=3[CH:14]=[N:15][NH:16]4)=[O:10])[CH:6]=[CH:5][CH:4]=2)[CH2:44][CH2:45]1. (7) Given the reactants [ClH:1].[N:2]12[CH2:11][CH:6]3[CH2:7][CH:8]([CH2:10][CH:4]([C@@H:5]3[NH2:12])[CH2:3]1)[CH2:9]2.[S:13]1[C:17]2[CH:18]=[C:19]([C:22](O)=[O:23])[CH:20]=[CH:21][C:16]=2[N:15]=[CH:14]1.N, predict the reaction product. The product is: [ClH:1].[N:2]12[CH2:11][CH:6]3[CH2:7][CH:8]([CH2:10][CH:4]([C@@H:5]3[NH:12][C:22]([C:19]3[CH:20]=[CH:21][C:16]4[N:15]=[CH:14][S:13][C:17]=4[CH:18]=3)=[O:23])[CH2:3]1)[CH2:9]2.